This data is from Reaction yield outcomes from USPTO patents with 853,638 reactions. The task is: Predict the reaction yield, written as a fraction of the theoretical maximum amount of product (1.0 means a 100% yield; for example, 0.34 means a 34% yield). (1) The yield is 0.490. The product is [CH3:8][C:6]1[C:5]([CH3:9])=[CH:4][C:3]2[N:10]([CH2:11][CH2:12][CH2:13][CH2:14][CH2:15][C:16]([CH3:22])([CH3:23])[C:17]([O:19][CH2:20][CH3:21])=[O:18])[C:33]3[C:35]([C:37](=[O:38])[NH:29][C:30](=[O:31])[N:32]=3)=[N:1][C:2]=2[CH:7]=1. The reactants are [NH2:1][C:2]1[CH:7]=[C:6]([CH3:8])[C:5]([CH3:9])=[CH:4][C:3]=1[NH:10][CH2:11][CH2:12][CH2:13][CH2:14][CH2:15][C:16]([CH3:23])([CH3:22])[C:17]([O:19][CH2:20][CH3:21])=[O:18].B(O)(O)O.O.[NH:29]1[C:37](=[O:38])[C:35](=O)[C:33](=O)[NH:32][C:30]1=[O:31]. The catalyst is C(O)(=O)C. (2) The reactants are Br[C:2]1[CH:7]=[CH:6][C:5]([N:8]2[C:12]3[N:13]=[CH:14][N:15]([CH2:18][C:19]4([OH:30])[CH2:24][CH2:23][N:22]([C:25]([CH:27]5[CH2:29][CH2:28]5)=[O:26])[CH2:21][CH2:20]4)[C:16](=[O:17])[C:11]=3[CH:10]=[N:9]2)=[CH:4][CH:3]=1.[F:31][C:32]([F:43])([F:42])[C:33]1[CH:34]=[C:35](B(O)O)[CH:36]=[CH:37][CH:38]=1.C(=O)([O-])[O-].[K+].[K+].ClCCl.[OH-].[Na+]. The catalyst is C1C=CC(P(C2C=CC=CC=2)[C-]2C=CC=C2)=CC=1.C1C=CC(P(C2C=CC=CC=2)[C-]2C=CC=C2)=CC=1.Cl[Pd]Cl.[Fe+2].C(OCC)(=O)C. The product is [CH:27]1([C:25]([N:22]2[CH2:23][CH2:24][C:19]([CH2:18][N:15]3[C:16](=[O:17])[C:11]4[CH:10]=[N:9][N:8]([C:5]5[CH:6]=[CH:7][C:2]([C:37]6[CH:36]=[CH:35][CH:34]=[C:33]([C:32]([F:43])([F:42])[F:31])[CH:38]=6)=[CH:3][CH:4]=5)[C:12]=4[N:13]=[CH:14]3)([OH:30])[CH2:20][CH2:21]2)=[O:26])[CH2:29][CH2:28]1. The yield is 0.200. (3) The reactants are [CH3:1][O:2][C:3](=[O:10])[CH2:4][C@@H:5]([CH3:9])[C:6]([OH:8])=O.C(Cl)(=O)C(Cl)=O.[NH2:17][C:18]1[CH:27]=[C:26]([Cl:28])[CH:25]=[CH:24][C:19]=1[C:20]([O:22][CH3:23])=[O:21].C(N(CC)CC)C. The catalyst is C(Cl)Cl.CN(C=O)C. The product is [CH3:23][O:22][C:20](=[O:21])[C:19]1[CH:24]=[CH:25][C:26]([Cl:28])=[CH:27][C:18]=1[NH:17][C:6](=[O:8])[C@H:5]([CH3:9])[CH2:4][C:3]([O:2][CH3:1])=[O:10]. The yield is 0.850. (4) The reactants are [C:1]([C:5]1[CH:18]=[CH:17][C:16]2[C:7](=[C:8]3[C:13](=[C:14](Cl)[N:15]=2)[CH:12]=[CH:11][C:10]([C:20]([CH3:23])([CH3:22])[CH3:21])=[CH:9]3)[CH:6]=1)([CH3:4])([CH3:3])[CH3:2].CO[CH:26](OC)[CH2:27][NH2:28]. The catalyst is COCCOCCOC. The product is [C:1]([C:5]1[CH:18]=[CH:17][C:16]2[N:15]3[CH:26]=[CH:27][N:28]=[C:14]3[C:13]3[CH:12]=[CH:11][C:10]([C:20]([CH3:23])([CH3:22])[CH3:21])=[CH:9][C:8]=3[C:7]=2[CH:6]=1)([CH3:4])([CH3:3])[CH3:2]. The yield is 0.560. (5) The reactants are [NH2:1][C:2]1[C:7]2=[CH:8][CH:9]=[C:10]([CH:11]3[CH2:16][CH2:15][N:14]([C:17]([O:19][C:20]([CH3:23])([CH3:22])[CH3:21])=[O:18])[CH2:13][CH2:12]3)[N:6]2[N:5]=[CH:4][N:3]=1.[Br:24]N1C(C)(C)C(=O)N(Br)C1=O. The catalyst is O1CCCC1. The product is [NH2:1][C:2]1[C:7]2=[C:8]([Br:24])[CH:9]=[C:10]([CH:11]3[CH2:12][CH2:13][N:14]([C:17]([O:19][C:20]([CH3:23])([CH3:22])[CH3:21])=[O:18])[CH2:15][CH2:16]3)[N:6]2[N:5]=[CH:4][N:3]=1. The yield is 0.600. (6) The reactants are NC[C@@H]1C[C@H](O)C1.CS([O:12][C@H:13]1[CH2:16][C@@H:15]([CH2:17][N:18]([C:20]([O:22][C:23]([CH3:26])([CH3:25])[CH3:24])=[O:21])[CH3:19])[CH2:14]1)(=O)=O.[Cl:27][C:28]1[C:33]([CH2:34][N:35]2[CH2:39][CH2:38][CH2:37][CH2:36]2)=[C:32]([Cl:40])[CH:31]=[CH:30][C:29]=1O.C([O-])([O-])=O.[Cs+].[Cs+]. The catalyst is CS(C)=O.CCOCC.O. The product is [Cl:40][C:32]1[C:33]([CH2:34][N:35]2[CH2:39][CH2:38][CH2:37][CH2:36]2)=[C:28]([Cl:27])[CH:29]=[CH:30][C:31]=1[O:12][C@H:13]1[CH2:16][C@H:15]([CH2:17][N:18]([CH3:19])[C:20](=[O:21])[O:22][C:23]([CH3:26])([CH3:25])[CH3:24])[CH2:14]1. The yield is 0.700. (7) The reactants are C1COCC1.[C:6]1([CH3:14])[CH:11]=[CH:10][C:9]([Mg]Br)=[CH:8][CH:7]=1.[CH3:15][O:16][C:17]1[CH:22]=[CH:21][C:20](Cl)=[CH:19][CH:18]=1.C1(C)C=CC=CC=1. The catalyst is CCCCCC. The product is [CH3:15][O:16][C:17]1[CH:22]=[CH:21][C:20]([C:9]2[CH:10]=[CH:11][C:6]([CH3:14])=[CH:7][CH:8]=2)=[CH:19][CH:18]=1. The yield is 0.920.